Predict which catalyst facilitates the given reaction. From a dataset of Catalyst prediction with 721,799 reactions and 888 catalyst types from USPTO. Reactant: [OH:1][CH:2]1[CH2:7][CH2:6][N:5]([CH2:8][C:9]([OH:11])=O)[CH2:4][CH2:3]1.[NH2:12][C@@H:13]([CH3:37])[C:14]([NH:16][C@@H:17]([CH2:28][C:29]1[CH:34]=[CH:33][C:32]([O:35][CH3:36])=[CH:31][CH:30]=1)[C:18]([O:20][CH2:21][C:22]1[CH:27]=[CH:26][CH:25]=[CH:24][CH:23]=1)=[O:19])=[O:15].CN(C(ON1N=NC2C=CC=NC1=2)=[N+](C)C)C.F[P-](F)(F)(F)(F)F.CN1CCOCC1. Product: [OH:1][CH:2]1[CH2:3][CH2:4][N:5]([CH2:8][C:9]([NH:12][C@@H:13]([CH3:37])[C:14]([NH:16][C@@H:17]([CH2:28][C:29]2[CH:30]=[CH:31][C:32]([O:35][CH3:36])=[CH:33][CH:34]=2)[C:18]([O:20][CH2:21][C:22]2[CH:27]=[CH:26][CH:25]=[CH:24][CH:23]=2)=[O:19])=[O:15])=[O:11])[CH2:6][CH2:7]1. The catalyst class is: 46.